Dataset: Full USPTO retrosynthesis dataset with 1.9M reactions from patents (1976-2016). Task: Predict the reactants needed to synthesize the given product. (1) Given the product [CH:24]([N:16]1[C:17]2[C:22](=[CH:21][C:20]([Cl:23])=[CH:19][CH:18]=2)[C:14]([CH2:13][CH2:12][N:10]([CH3:11])[C:7]2[CH:6]=[CH:5][C:4]([C:3]([OH:2])=[O:40])=[CH:9][CH:8]=2)=[C:15]1[CH2:37][CH2:38][NH:39][S:49]([C:44]1[CH:45]=[CH:46][CH:47]=[CH:48][C:43]=1[O:42][CH3:41])(=[O:51])=[O:50])([C:25]1[CH:26]=[CH:27][CH:28]=[CH:29][CH:30]=1)[C:31]1[CH:32]=[CH:33][CH:34]=[CH:35][CH:36]=1, predict the reactants needed to synthesize it. The reactants are: C[O:2][C:3](=[O:40])[C:4]1[CH:9]=[CH:8][C:7]([N:10]([CH2:12][CH2:13][C:14]2[C:22]3[C:17](=[CH:18][CH:19]=[C:20]([Cl:23])[CH:21]=3)[N:16]([CH:24]([C:31]3[CH:36]=[CH:35][CH:34]=[CH:33][CH:32]=3)[C:25]3[CH:30]=[CH:29][CH:28]=[CH:27][CH:26]=3)[C:15]=2[CH2:37][CH2:38][NH2:39])[CH3:11])=[CH:6][CH:5]=1.[CH3:41][O:42][C:43]1[CH:48]=[CH:47][CH:46]=[CH:45][C:44]=1[S:49](Cl)(=[O:51])=[O:50]. (2) Given the product [CH3:10][O:9][C:7](=[O:8])[C:6]1[CH:11]=[CH:12][C:3]([CH2:2][O:1][Si:16]([C:19]([CH3:22])([CH3:21])[CH3:20])([CH3:18])[CH3:17])=[CH:4][C:5]=1[N+:13]([O-:15])=[O:14], predict the reactants needed to synthesize it. The reactants are: [OH:1][CH2:2][C:3]1[CH:12]=[CH:11][C:6]([C:7]([O:9][CH3:10])=[O:8])=[C:5]([N+:13]([O-:15])=[O:14])[CH:4]=1.[Si:16](Cl)([C:19]([CH3:22])([CH3:21])[CH3:20])([CH3:18])[CH3:17].N1C=CN=C1.O. (3) Given the product [F:70][C:67]1[CH:66]=[CH:65][C:64]([CH2:63][NH:62][C:61]([C:49]2[C:50](=[O:60])[C:51]([O:52][CH2:53][C:54]3[CH:59]=[CH:58][CH:57]=[CH:56][CH:55]=3)=[C:46]3[C:44](=[O:43])[N:1]4[C@H:2]([CH3:9])[CH2:3][CH2:4][N:5]([CH:6]([CH3:8])[CH3:7])[C@H:73]4[CH2:72][N:47]3[CH:48]=2)=[O:71])=[CH:69][CH:68]=1, predict the reactants needed to synthesize it. The reactants are: [NH2:1][C@H:2]([CH3:9])[CH2:3][CH2:4][NH:5][CH:6]([CH3:8])[CH3:7].FC1C=CC(CNC(C2C(=O)C(O)=C3C(=O)N4[C@H](C)CCN(C(C)C)[C@H]4CN3C=2)=O)=CC=1.C[O:43][C:44]([C:46]1[N:47]([CH2:72][CH:73]=O)[CH:48]=[C:49]([C:61](=[O:71])[NH:62][CH2:63][C:64]2[CH:69]=[CH:68][C:67]([F:70])=[CH:66][CH:65]=2)[C:50](=[O:60])[C:51]=1[O:52][CH2:53][C:54]1[CH:59]=[CH:58][CH:57]=[CH:56][CH:55]=1)=O.C(O)(=O)C.